This data is from Forward reaction prediction with 1.9M reactions from USPTO patents (1976-2016). The task is: Predict the product of the given reaction. (1) Given the reactants O.[OH-].[Li+].[O:4]1[C:8]2[CH:9]=[CH:10][C:11]([CH2:13][N:14]3[CH2:18][C@@H:17]([N:19]([C:29](=[O:35])[CH2:30][C:31]([CH3:34])([CH3:33])[CH3:32])[CH2:20][C:21]4[CH:26]=[CH:25][CH:24]=[C:23]([O:27][CH3:28])[CH:22]=4)[CH2:16][C@H:15]3[C:36]([O:38]C)=[O:37])=[CH:12][C:7]=2[O:6][CH2:5]1.CO, predict the reaction product. The product is: [O:4]1[C:8]2[CH:9]=[CH:10][C:11]([CH2:13][N:14]3[CH2:18][C@@H:17]([N:19]([C:29](=[O:35])[CH2:30][C:31]([CH3:34])([CH3:32])[CH3:33])[CH2:20][C:21]4[CH:26]=[CH:25][CH:24]=[C:23]([O:27][CH3:28])[CH:22]=4)[CH2:16][C@H:15]3[C:36]([OH:38])=[O:37])=[CH:12][C:7]=2[O:6][CH2:5]1. (2) The product is: [C:57]([C:52]1[CH:53]=[C:54]2[C:49](=[C:50]([F:61])[CH:51]=1)[C:48](=[O:62])[N:47]([C:33]1[CH:34]=[CH:35][CH:36]=[C:37]([C:2]3[CH:3]=[C:4]([NH:10][C:11]4[CH:16]=[CH:15][C:14]([C:17]([N:19]5[CH2:24][CH2:23][C:22]([OH:26])([CH3:25])[CH2:21][CH2:20]5)=[O:18])=[CH:13][N:12]=4)[C:5](=[O:9])[N:6]([CH3:8])[N:7]=3)[C:32]=1[CH2:31][O:30][C:27](=[O:29])[CH3:28])[N:56]=[CH:55]2)([CH3:58])([CH3:59])[CH3:60]. Given the reactants Cl[C:2]1[CH:3]=[C:4]([NH:10][C:11]2[CH:16]=[CH:15][C:14]([C:17]([N:19]3[CH2:24][CH2:23][C:22]([OH:26])([CH3:25])[CH2:21][CH2:20]3)=[O:18])=[CH:13][N:12]=2)[C:5](=[O:9])[N:6]([CH3:8])[N:7]=1.[C:27]([O:30][CH2:31][C:32]1[C:37](B2OC(C)(C)C(C)(C)O2)=[CH:36][CH:35]=[CH:34][C:33]=1[N:47]1[N:56]=[CH:55][C:54]2[C:49](=[C:50]([F:61])[CH:51]=[C:52]([C:57]([CH3:60])([CH3:59])[CH3:58])[CH:53]=2)[C:48]1=[O:62])(=[O:29])[CH3:28].C([O-])([O-])=O.[Cs+].[Cs+].[O-]S([O-])(=O)=O.[Na+].[Na+], predict the reaction product. (3) Given the reactants [Br:1][C:2]1[CH:18]=[CH:17][C:16](I)=[CH:15][C:3]=1[CH2:4][C:5]1[CH:14]=[CH:13][C:8]2[O:9][CH2:10][CH2:11][O:12][C:7]=2[CH:6]=1.[Li][CH2:21]CCC.C[Si](C)(C)[O:27][C@@H:28]1[C@@H:33]([O:34][Si](C)(C)C)[C@H:32]([O:39][Si](C)(C)C)[C@@H:31]([CH2:44][O:45][Si](C)(C)C)[O:30][C:29]1=[O:50].S(O)(C)(=O)=O.C(=O)(O)[O-].[Na+], predict the reaction product. The product is: [Br:1][C:2]1[CH:18]=[CH:17][C:16]([C:29]2([O:50][CH3:21])[C@H:28]([OH:27])[C@@H:33]([OH:34])[C@H:32]([OH:39])[C@@H:31]([CH2:44][OH:45])[O:30]2)=[CH:15][C:3]=1[CH2:4][C:5]1[CH:14]=[CH:13][C:8]2[O:9][CH2:10][CH2:11][O:12][C:7]=2[CH:6]=1. (4) Given the reactants Cl[C:2]1[CH:7]=[C:6]([C:8]2[NH:12][N:11]=[C:10]([C:13]3[S:14][CH:15]=[CH:16][CH:17]=3)[C:9]=2[CH2:18][CH2:19][NH:20][S:21]([C:24]2[CH:29]=[CH:28][C:27]([CH2:30][CH2:31][CH2:32][CH2:33][CH3:34])=[CH:26][CH:25]=2)(=[O:23])=[O:22])[CH:5]=[CH:4][N:3]=1.[NH:35]1[CH2:40][CH2:39][O:38][CH2:37][CH2:36]1, predict the reaction product. The product is: [N:35]1([C:2]2[CH:7]=[C:6]([C:8]3[NH:12][N:11]=[C:10]([C:13]4[S:14][CH:15]=[CH:16][CH:17]=4)[C:9]=3[CH2:18][CH2:19][NH:20][S:21]([C:24]3[CH:25]=[CH:26][C:27]([CH2:30][CH2:31][CH2:32][CH2:33][CH3:34])=[CH:28][CH:29]=3)(=[O:23])=[O:22])[CH:5]=[CH:4][N:3]=2)[CH2:40][CH2:39][O:38][CH2:37][CH2:36]1. (5) Given the reactants [CH2:1]([O:5][C:6]1[CH:7]=[C:8](/[CH:13]=[C:14](\[O:18][CH2:19][CH3:20])/[C:15]([OH:17])=[O:16])[CH:9]=[CH:10][C:11]=1I)[CH2:2][CH2:3][CH3:4].[CH2:21]([NH:28][C:29](=[O:41])[N:30]([C:32]1[CH:33]=[C:34](B(O)O)[CH:35]=[CH:36][CH:37]=1)[CH3:31])[CH2:22][CH2:23][CH2:24][CH2:25][CH2:26][CH3:27].C(=O)([O-])[O-].[K+].[K+].O, predict the reaction product. The product is: [CH2:1]([O:5][C:6]1[CH:7]=[C:8](/[CH:13]=[C:14](\[O:18][CH2:19][CH3:20])/[C:15]([OH:17])=[O:16])[CH:9]=[CH:10][C:11]=1[C:34]1[CH:35]=[CH:36][CH:37]=[C:32]([N:30]([CH3:31])[C:29]([NH:28][CH2:21][CH2:22][CH2:23][CH2:24][CH2:25][CH2:26][CH3:27])=[O:41])[CH:33]=1)[CH2:2][CH2:3][CH3:4].